This data is from Catalyst prediction with 721,799 reactions and 888 catalyst types from USPTO. The task is: Predict which catalyst facilitates the given reaction. (1) Reactant: CC(C)=O.OS(O)(=O)=O.O=[Cr](=O)=O.[OH:14][CH:15]([CH2:23][CH:24]([CH3:26])[CH3:25])[C:16]#[C:17][C:18]([O:20][CH2:21][CH3:22])=[O:19]. Product: [CH3:26][CH:24]([CH3:25])[CH2:23][C:15](=[O:14])[C:16]#[C:17][C:18]([O:20][CH2:21][CH3:22])=[O:19]. The catalyst class is: 95. (2) Product: [F:32][C:30]1[CH:29]=[CH:28][C:27]([F:33])=[C:26]2[C:31]=1[C:22]([NH:21][CH2:20][CH2:19][C:4]1[CH:5]=[CH:6][C:7]([O:8][C:9]3[CH:14]=[C:13]([C:15]([F:18])([F:17])[F:16])[CH:12]=[CH:11][N:10]=3)=[C:2]([CH:3]=1)[C:34]#[N:35])=[N:23][CH:24]=[N:25]2. Reactant: Br[C:2]1[CH:3]=[C:4]([CH2:19][CH2:20][NH:21][C:22]2[C:31]3[C:26](=[C:27]([F:33])[CH:28]=[CH:29][C:30]=3[F:32])[N:25]=[CH:24][N:23]=2)[CH:5]=[CH:6][C:7]=1[O:8][C:9]1[CH:14]=[C:13]([C:15]([F:18])([F:17])[F:16])[CH:12]=[CH:11][N:10]=1.[C:34]([Cu])#[N:35]. The catalyst class is: 3. (3) Reactant: Cl[C:2]1[N:3]=[C:4]([N:15]2[CH2:20][CH2:19][O:18][CH2:17][C@@H:16]2[CH3:21])[C:5]2[S:10][C:9]([C:11]([OH:14])([CH3:13])[CH3:12])=[CH:8][C:6]=2[N:7]=1.[NH2:22][C:23]1[N:28]=[CH:27][C:26](B2OC(C)(C)C(C)(C)O2)=[CH:25][N:24]=1.CC#N.CC([O-])=O.[K+]. Product: [NH2:22][C:23]1[N:28]=[CH:27][C:26]([C:2]2[N:3]=[C:4]([N:15]3[CH2:20][CH2:19][O:18][CH2:17][C@@H:16]3[CH3:21])[C:5]3[S:10][C:9]([C:11]([OH:14])([CH3:13])[CH3:12])=[CH:8][C:6]=3[N:7]=2)=[CH:25][N:24]=1. The catalyst class is: 257.